Dataset: Forward reaction prediction with 1.9M reactions from USPTO patents (1976-2016). Task: Predict the product of the given reaction. (1) Given the reactants [Br:1][C:2]([C:11]1[CH:16]=[CH:15][CH:14]=[C:13]([O:17][CH2:18][CH2:19][CH2:20][O:21][CH3:22])[CH:12]=1)=[C:3]([NH:8][CH:9]=O)[C:4]([O:6][CH3:7])=[O:5].C(N(CC)CC)C.P(Cl)(Cl)(Cl)=O.C(=O)(O)[O-].[Na+], predict the reaction product. The product is: [Br:1][C:2]([C:11]1[CH:16]=[CH:15][CH:14]=[C:13]([O:17][CH2:18][CH2:19][CH2:20][O:21][CH3:22])[CH:12]=1)=[C:3]([N+:8]#[C-:9])[C:4]([O:6][CH3:7])=[O:5]. (2) Given the reactants [O:1]=[CH:2][C@@H:3]([C@@H:5]([C@@H:7]([CH2:9][OH:10])[OH:8])[OH:6])[OH:4].[CH3:11]O, predict the reaction product. The product is: [O:1]([CH3:11])[CH:2]1[O:8][C@H:7]([CH2:9][OH:10])[C@@H:5]([OH:6])[C@H:3]1[OH:4]. (3) Given the reactants [CH:1]1([N:13]2[CH2:18][CH2:17][CH:16]([NH:19][C:20]3[C:21]([NH2:26])=[CH:22][CH:23]=[CH:24][CH:25]=3)[CH2:15][CH2:14]2)[C:11]2=[C:12]3[C:7](=[CH:8][CH:9]=[CH:10]2)[CH:6]=[CH:5][CH:4]=[C:3]3[CH2:2]1.C(N(CC)CC)C.[C:34](N1C=CN=C1)(N1C=CN=C1)=[S:35].O, predict the reaction product. The product is: [CH:1]1([N:13]2[CH2:14][CH2:15][CH:16]([N:19]3[C:20]4[CH:25]=[CH:24][CH:23]=[CH:22][C:21]=4[NH:26][C:34]3=[S:35])[CH2:17][CH2:18]2)[C:11]2=[C:12]3[C:7](=[CH:8][CH:9]=[CH:10]2)[CH:6]=[CH:5][CH:4]=[C:3]3[CH2:2]1.